From a dataset of Full USPTO retrosynthesis dataset with 1.9M reactions from patents (1976-2016). Predict the reactants needed to synthesize the given product. (1) Given the product [CH3:32][S:33]([O:30][CH2:29][CH2:28][CH2:27][O:26][C:23]1[CH:24]=[CH:25][C:20]([CH2:19][N:8]([C:6]([O:5][C:1]([CH3:2])([CH3:4])[CH3:3])=[O:7])[C:9]([NH2:18])=[N:10][C:11]([O:13][C:14]([CH3:17])([CH3:16])[CH3:15])=[O:12])=[CH:21][C:22]=1[Br:31])(=[O:35])=[O:34], predict the reactants needed to synthesize it. The reactants are: [C:1]([O:5][C:6]([N:8]([CH2:19][C:20]1[CH:25]=[CH:24][C:23]([O:26][CH2:27][CH2:28][CH2:29][OH:30])=[C:22]([Br:31])[CH:21]=1)[C:9]([NH2:18])=[N:10][C:11]([O:13][C:14]([CH3:17])([CH3:16])[CH3:15])=[O:12])=[O:7])([CH3:4])([CH3:3])[CH3:2].[CH3:32][S:33](Cl)(=[O:35])=[O:34].CCN(CC)CC. (2) Given the product [CH3:19][O:18][C:14]1[CH:13]=[CH:12][C:11]([N:20]2[CH2:25][CH2:24][N:23]([CH3:26])[CH2:22][CH2:21]2)=[C:10]2[C:15]=1[CH2:16][CH2:17][N:8]([C:6](=[O:7])[CH2:5][CH2:4][CH2:3][CH2:2][NH:1][C:27](=[O:34])[C:28]1[CH:33]=[CH:32][CH:31]=[CH:30][CH:29]=1)[CH2:9]2, predict the reactants needed to synthesize it. The reactants are: [NH2:1][CH2:2][CH2:3][CH2:4][CH2:5][C:6]([N:8]1[CH2:17][CH2:16][C:15]2[C:10](=[C:11]([N:20]3[CH2:25][CH2:24][N:23]([CH3:26])[CH2:22][CH2:21]3)[CH:12]=[CH:13][C:14]=2[O:18][CH3:19])[CH2:9]1)=[O:7].[C:27](Cl)(=[O:34])[C:28]1[CH:33]=[CH:32][CH:31]=[CH:30][CH:29]=1. (3) Given the product [F:28][C:29]1[CH:30]=[C:31]([C:2]2[C:3]([N:22]3[CH2:26][CH2:25][C@@H:24]([OH:27])[CH2:23]3)=[N:4][CH:5]=[C:6]([C:7]([NH:9][C:10]3[CH:11]=[CH:12][C:13]([S:16][C:17]([F:20])([F:19])[F:18])=[CH:14][CH:15]=3)=[O:8])[CH:21]=2)[CH:32]=[N:33][CH:34]=1, predict the reactants needed to synthesize it. The reactants are: Br[C:2]1[C:3]([N:22]2[CH2:26][CH2:25][C@@H:24]([OH:27])[CH2:23]2)=[N:4][CH:5]=[C:6]([CH:21]=1)[C:7]([NH:9][C:10]1[CH:15]=[CH:14][C:13]([S:16][C:17]([F:20])([F:19])[F:18])=[CH:12][CH:11]=1)=[O:8].[F:28][C:29]1[CH:30]=[C:31](B(O)O)[CH:32]=[N:33][CH:34]=1. (4) Given the product [F:1][C@@H:2]([C:13]1[CH:14]=[CH:15][CH:16]=[CH:17][CH:18]=1)[C@H:3]([NH:6][C:23](=[O:22])[O:25][C:26]([CH3:29])([CH3:28])[CH3:27])[CH:4]=[CH2:5], predict the reactants needed to synthesize it. The reactants are: [F:1][C@@H:2]([C:13]1[CH:18]=[CH:17][CH:16]=[CH:15][CH:14]=1)[C@H:3]([NH:6][S@@](C(C)(C)C)=O)[CH:4]=[CH2:5].CO.Cl.[O:22](C(OC(C)(C)C)=O)[C:23]([O:25][C:26]([CH3:29])([CH3:28])[CH3:27])=O. (5) Given the product [ClH:32].[S:1]1[C:5]2[CH:6]=[CH:7][CH:8]=[CH:9][C:4]=2[CH:3]=[C:2]1[S:10]([N:13]1[C:17]([C:18]2[CH:23]=[CH:22][CH:21]=[CH:20][CH:19]=2)=[CH:16][C:15]([CH2:24][NH:29][CH3:28])=[CH:14]1)(=[O:12])=[O:11], predict the reactants needed to synthesize it. The reactants are: [S:1]1[C:5]2[CH:6]=[CH:7][CH:8]=[CH:9][C:4]=2[CH:3]=[C:2]1[S:10]([N:13]1[C:17]([C:18]2[CH:23]=[CH:22][CH:21]=[CH:20][CH:19]=2)=[CH:16][C:15]([CH:24]=O)=[CH:14]1)(=[O:12])=[O:11].CO.[CH3:28][NH2:29].[BH4-].[Na+].[ClH:32].C(=O)([O-])O.[Na+]. (6) Given the product [NH2:14][C@@:8]([C:6]1[CH:7]=[C:2]([Br:1])[CH:3]=[CH:4][C:5]=1[F:21])([CH:9]([F:10])[F:11])[CH2:12][OH:13].[ClH:22], predict the reactants needed to synthesize it. The reactants are: [Br:1][C:2]1[CH:3]=[CH:4][C:5]([F:21])=[C:6]([C@@:8]([NH:14]S(C(C)(C)C)=O)([CH2:12][OH:13])[CH:9]([F:11])[F:10])[CH:7]=1.[ClH:22].CC(O)C.